This data is from Peptide-MHC class I binding affinity with 185,985 pairs from IEDB/IMGT. The task is: Regression. Given a peptide amino acid sequence and an MHC pseudo amino acid sequence, predict their binding affinity value. This is MHC class I binding data. (1) The peptide sequence is RLLGTFTWTL. The MHC is HLA-A68:02 with pseudo-sequence HLA-A68:02. The binding affinity (normalized) is 0.213. (2) The MHC is Patr-A0701 with pseudo-sequence Patr-A0701. The peptide sequence is VGNVYVKF. The binding affinity (normalized) is 0. (3) The peptide sequence is CCFHCQVC. The MHC is HLA-B18:01 with pseudo-sequence HLA-B18:01. The binding affinity (normalized) is 0. (4) The peptide sequence is YTAVVPLVY. The MHC is HLA-A68:02 with pseudo-sequence HLA-A68:02. The binding affinity (normalized) is 0.454.